From a dataset of NCI-60 drug combinations with 297,098 pairs across 59 cell lines. Regression. Given two drug SMILES strings and cell line genomic features, predict the synergy score measuring deviation from expected non-interaction effect. (1) Drug 1: C1=CN(C(=O)N=C1N)C2C(C(C(O2)CO)O)O.Cl. Drug 2: CC(C)CN1C=NC2=C1C3=CC=CC=C3N=C2N. Cell line: ACHN. Synergy scores: CSS=51.9, Synergy_ZIP=1.54, Synergy_Bliss=3.05, Synergy_Loewe=0.583, Synergy_HSA=4.67. (2) Drug 1: C1CN1C2=NC(=NC(=N2)N3CC3)N4CC4. Drug 2: COC1=CC(=CC(=C1O)OC)C2C3C(COC3=O)C(C4=CC5=C(C=C24)OCO5)OC6C(C(C7C(O6)COC(O7)C8=CC=CS8)O)O. Cell line: T-47D. Synergy scores: CSS=49.2, Synergy_ZIP=-4.73, Synergy_Bliss=-0.635, Synergy_Loewe=0.734, Synergy_HSA=5.37. (3) Drug 1: CC1C(C(CC(O1)OC2CC(OC(C2O)C)OC3=CC4=CC5=C(C(=O)C(C(C5)C(C(=O)C(C(C)O)O)OC)OC6CC(C(C(O6)C)O)OC7CC(C(C(O7)C)O)OC8CC(C(C(O8)C)O)(C)O)C(=C4C(=C3C)O)O)O)O. Drug 2: CC(C)CN1C=NC2=C1C3=CC=CC=C3N=C2N. Synergy scores: CSS=50.0, Synergy_ZIP=1.34, Synergy_Bliss=0.291, Synergy_Loewe=-2.30, Synergy_HSA=-2.44. Cell line: HCC-2998.